Task: Predict the reactants needed to synthesize the given product.. Dataset: Full USPTO retrosynthesis dataset with 1.9M reactions from patents (1976-2016) (1) Given the product [F:10][C:11]1[CH:12]=[C:13]([CH:16]=[CH:17][CH:18]=1)[CH2:14][O:9][C:6]1[CH:7]=[CH:8][C:3]([C:1]#[N:2])=[CH:4][CH:5]=1, predict the reactants needed to synthesize it. The reactants are: [C:1]([C:3]1[CH:8]=[CH:7][C:6]([OH:9])=[CH:5][CH:4]=1)#[N:2].[F:10][C:11]1[CH:12]=[C:13]([CH:16]=[CH:17][CH:18]=1)[CH2:14]Br.C(=O)([O-])[O-].[K+].[K+].C(OCC)(=O)C. (2) Given the product [CH:39]1([P:22]([CH:16]2[CH2:21][CH2:20][CH2:19][CH2:18][CH2:17]2)([C:23]2[CH:28]=[CH:27][CH:26]=[CH:25][C:24]=2[C:29]2[C:34]([O:35][CH3:36])=[CH:33][CH:32]=[CH:31][C:30]=2[O:37][CH3:38])=[O:8])[CH2:40][CH2:41][CH2:42][CH2:43][CH2:44]1, predict the reactants needed to synthesize it. The reactants are: BrC1C=CC=CC=1[O:8]C.C(=O)([O-])[O-].[Cs+].[Cs+].[CH:16]1([P:22]([CH:39]2[CH2:44][CH2:43][CH2:42][CH2:41][CH2:40]2)[C:23]2[CH:28]=[CH:27][CH:26]=[CH:25][C:24]=2[C:29]2[C:34]([O:35][CH3:36])=[CH:33][CH:32]=[CH:31][C:30]=2[O:37][CH3:38])[CH2:21][CH2:20][CH2:19][CH2:18][CH2:17]1.O.NN.